From a dataset of Full USPTO retrosynthesis dataset with 1.9M reactions from patents (1976-2016). Predict the reactants needed to synthesize the given product. (1) The reactants are: [O:1]([C:8]1[CH:13]=[CH:12][CH:11]=[CH:10][C:9]=1[NH:14][S:15]([C:18]1[CH:30]=[CH:29][C:21]([C:22]([NH:24][CH2:25][C:26](O)=[O:27])=[O:23])=[CH:20][CH:19]=1)(=[O:17])=[O:16])[C:2]1[CH:7]=[CH:6][CH:5]=[CH:4][CH:3]=1.[CH:31]1([NH2:37])[CH2:36][CH2:35][CH2:34][CH2:33][CH2:32]1. Given the product [CH:31]1([NH:37][C:26]([CH2:25][NH:24][C:22](=[O:23])[C:21]2[CH:29]=[CH:30][C:18]([S:15](=[O:17])(=[O:16])[NH:14][C:9]3[CH:10]=[CH:11][CH:12]=[CH:13][C:8]=3[O:1][C:2]3[CH:3]=[CH:4][CH:5]=[CH:6][CH:7]=3)=[CH:19][CH:20]=2)=[O:27])[CH2:36][CH2:35][CH2:34][CH2:33][CH2:32]1, predict the reactants needed to synthesize it. (2) Given the product [Cl:30][C:19]1[N:18]=[C:17]2[C:22]([N:23]=[C:15]([CH2:14][N:11]3[CH2:12][CH2:13][NH:8][C@@H:9]([CH:33]([CH3:35])[CH3:34])[CH2:10]3)[N:16]2[CH2:31][CH3:32])=[C:21]([N:24]2[CH2:29][CH2:28][O:27][CH2:26][CH2:25]2)[N:20]=1, predict the reactants needed to synthesize it. The reactants are: C(OC([N:8]1[CH2:13][CH2:12][N:11]([CH2:14][C:15]2[N:16]([CH2:31][CH3:32])[C:17]3[C:22]([N:23]=2)=[C:21]([N:24]2[CH2:29][CH2:28][O:27][CH2:26][CH2:25]2)[N:20]=[C:19]([Cl:30])[N:18]=3)[CH2:10][C@@H:9]1[CH:33]([CH3:35])[CH3:34])=O)(C)(C)C.C(O)(C(F)(F)F)=O. (3) Given the product [S:1]1[CH:5]=[CH:4][CH:3]=[C:2]1[C:6]1[CH2:11][CH2:10][N:9]([CH2:13][CH2:14][C:15]2[CH:16]=[C:17]3[C:22](=[CH:23][CH:24]=2)[NH:21][C:20](=[O:25])[CH2:19][CH2:18]3)[CH2:8][CH:7]=1, predict the reactants needed to synthesize it. The reactants are: [S:1]1[CH:5]=[CH:4][CH:3]=[C:2]1[C:6]1[CH2:11][CH2:10][NH:9][CH2:8][CH:7]=1.Cl[CH2:13][CH2:14][C:15]1[CH:16]=[C:17]2[C:22](=[CH:23][CH:24]=1)[NH:21][C:20](=[O:25])[CH2:19][CH2:18]2.C(=O)([O-])[O-].[K+].[K+].C(=O)([O-])O.[Na+].